From a dataset of NCI-60 drug combinations with 297,098 pairs across 59 cell lines. Regression. Given two drug SMILES strings and cell line genomic features, predict the synergy score measuring deviation from expected non-interaction effect. (1) Drug 1: C1=CN(C(=O)N=C1N)C2C(C(C(O2)CO)O)O.Cl. Drug 2: COC1=NC(=NC2=C1N=CN2C3C(C(C(O3)CO)O)O)N. Cell line: HCC-2998. Synergy scores: CSS=20.2, Synergy_ZIP=-0.771, Synergy_Bliss=2.05, Synergy_Loewe=-20.6, Synergy_HSA=-0.911. (2) Drug 1: CN1C(=O)N2C=NC(=C2N=N1)C(=O)N. Drug 2: C1=NC2=C(N1)C(=S)N=CN2. Cell line: OVCAR-8. Synergy scores: CSS=35.8, Synergy_ZIP=-6.08, Synergy_Bliss=1.04, Synergy_Loewe=-15.8, Synergy_HSA=2.72. (3) Drug 1: CC12CCC(CC1=CCC3C2CCC4(C3CC=C4C5=CN=CC=C5)C)O. Drug 2: C1=NC2=C(N=C(N=C2N1C3C(C(C(O3)CO)O)O)F)N. Cell line: CAKI-1. Synergy scores: CSS=9.69, Synergy_ZIP=-6.29, Synergy_Bliss=-0.708, Synergy_Loewe=-5.39, Synergy_HSA=-2.23. (4) Drug 1: CC(C1=C(C=CC(=C1Cl)F)Cl)OC2=C(N=CC(=C2)C3=CN(N=C3)C4CCNCC4)N. Drug 2: CC1=C(C(=CC=C1)Cl)NC(=O)C2=CN=C(S2)NC3=CC(=NC(=N3)C)N4CCN(CC4)CCO. Cell line: SF-268. Synergy scores: CSS=17.3, Synergy_ZIP=3.54, Synergy_Bliss=10.7, Synergy_Loewe=7.46, Synergy_HSA=8.24. (5) Drug 1: CNC(=O)C1=CC=CC=C1SC2=CC3=C(C=C2)C(=NN3)C=CC4=CC=CC=N4. Drug 2: C1C(C(OC1N2C=NC3=C2NC=NCC3O)CO)O. Cell line: TK-10. Synergy scores: CSS=1.79, Synergy_ZIP=-1.11, Synergy_Bliss=1.30, Synergy_Loewe=1.26, Synergy_HSA=1.26. (6) Drug 1: CC1=C(C=C(C=C1)C(=O)NC2=CC(=CC(=C2)C(F)(F)F)N3C=C(N=C3)C)NC4=NC=CC(=N4)C5=CN=CC=C5. Drug 2: CS(=O)(=O)OCCCCOS(=O)(=O)C. Cell line: HS 578T. Synergy scores: CSS=-0.0200, Synergy_ZIP=-0.888, Synergy_Bliss=-1.03, Synergy_Loewe=-2.70, Synergy_HSA=-2.43.